Dataset: Catalyst prediction with 721,799 reactions and 888 catalyst types from USPTO. Task: Predict which catalyst facilitates the given reaction. Reactant: [Cl:1][C:2]1[N:7]=[C:6](Cl)[C:5]([F:9])=[CH:4][N:3]=1.[F:10][C:11]1[CH:17]=[CH:16][C:14]([NH2:15])=[CH:13][CH:12]=1.[CH3:18]CN(C(C)C)C(C)C. Product: [Cl:1][C:2]1[N:7]=[C:6]([NH:15][C:14]2[CH:16]=[CH:17][C:11]([F:10])=[C:12]([CH3:18])[CH:13]=2)[C:5]([F:9])=[CH:4][N:3]=1. The catalyst class is: 51.